This data is from Catalyst prediction with 721,799 reactions and 888 catalyst types from USPTO. The task is: Predict which catalyst facilitates the given reaction. (1) Reactant: FC(F)(F)C(O)=O.FC(F)(F)C(O)=O.[O:15]1[CH2:20][CH2:19][N:18]([C@@H:21]2[CH2:26][CH2:25][C@H:24]([NH2:27])[CH2:23][CH2:22]2)[CH2:17][CH2:16]1.F[C:29]1[CH:34]=[CH:33][C:32]([S:35]([NH2:38])(=[O:37])=[O:36])=[CH:31][C:30]=1[N+:39]([O-:41])=[O:40].C(N(CC)CC)C. Product: [O:15]1[CH2:16][CH2:17][N:18]([C@@H:21]2[CH2:22][CH2:23][C@H:24]([NH:27][C:29]3[CH:34]=[CH:33][C:32]([S:35]([NH2:38])(=[O:37])=[O:36])=[CH:31][C:30]=3[N+:39]([O-:41])=[O:40])[CH2:25][CH2:26]2)[CH2:19][CH2:20]1. The catalyst class is: 7. (2) Reactant: [Cl:1][C:2]1[CH:3]=[C:4]([C:8]2[N:9]=[C:10]([N:16]3[C:20]4[CH:21]=[C:22]([OH:25])[CH:23]=[CH:24][C:19]=4[N:18]=[CH:17]3)[S:11][C:12]=2[C:13]([NH2:15])=[O:14])[CH:5]=[CH:6][CH:7]=1.C(=O)([O-])[O-].[Cs+].[Cs+].CN(C)C=O.Br[CH2:38][CH2:39][Cl:40]. Product: [Cl:40][CH2:39][CH2:38][O:25][C:22]1[CH:23]=[CH:24][C:19]2[N:18]=[CH:17][N:16]([C:10]3[S:11][C:12]([C:13]([NH2:15])=[O:14])=[C:8]([C:4]4[CH:5]=[CH:6][CH:7]=[C:2]([Cl:1])[CH:3]=4)[N:9]=3)[C:20]=2[CH:21]=1. The catalyst class is: 6. (3) Reactant: [H-].[H-].[H-].[H-].[Li+].[Al+3].[Cl:7][C:8]1[CH:9]=[CH:10][C:11]2[NH:16][C:15](=O)[C@H:14]([CH2:18][C:19](OC)=[O:20])[NH:13][C:12]=2[N:23]=1.O.[OH-].[Na+]. Product: [Cl:7][C:8]1[CH:9]=[CH:10][C:11]2[NH:16][CH2:15][C@H:14]([CH2:18][CH2:19][OH:20])[NH:13][C:12]=2[N:23]=1. The catalyst class is: 7. (4) Reactant: Cl.[Cl:2][C:3]1[CH:8]=[CH:7][C:6]([NH:9][NH2:10])=[CH:5][CH:4]=1.C(OCC)C.C(=O)(O)[O-].[Na+]. Product: [Cl:2][C:3]1[CH:8]=[CH:7][C:6]([NH:9][NH2:10])=[CH:5][CH:4]=1. The catalyst class is: 7. (5) Reactant: [CH3:1][O:2][CH2:3][C:4]1[N:8]=[C:7]([NH2:9])[NH:6][N:5]=1.[C:10]([C:12]([C:22](=O)[CH3:23])=[CH:13][C:14]1[CH:21]=[CH:20][C:17]([C:18]#[N:19])=[CH:16][CH:15]=1)#[N:11].C(=O)(O)[O-].[Na+]. Product: [C:18]([C:17]1[CH:20]=[CH:21][C:14]([CH:13]2[N:6]3[N:5]=[C:4]([CH2:3][O:2][CH3:1])[N:8]=[C:7]3[NH:9][C:22]([CH3:23])=[C:12]2[C:10]#[N:11])=[CH:15][CH:16]=1)#[N:19]. The catalyst class is: 3. (6) Reactant: [CH2:1]([O:3][CH2:4][C:5](Cl)=[O:6])[CH3:2].[Cl:8][C:9]1[C:18]([NH2:19])=[C:17]([NH:20][CH2:21][C:22]#[CH:23])[C:16]2[C:11](=[CH:12][CH:13]=[CH:14][CH:15]=2)[N:10]=1.C(N(CC)CC)C. Product: [Cl:8][C:9]1[C:18]([NH:19][C:5](=[O:6])[CH2:4][O:3][CH2:1][CH3:2])=[C:17]([NH:20][CH2:21][C:22]#[CH:23])[C:16]2[C:11](=[CH:12][CH:13]=[CH:14][CH:15]=2)[N:10]=1. The catalyst class is: 4.